This data is from Full USPTO retrosynthesis dataset with 1.9M reactions from patents (1976-2016). The task is: Predict the reactants needed to synthesize the given product. (1) The reactants are: Cl[C:2]1[C:3]([O:8][CH:9]2[CH2:12][N:11]([C:13]3[CH:22]=[CH:21][C:20]4[C:15](=[CH:16][CH:17]=[CH:18][CH:19]=4)[N:14]=3)[CH2:10]2)=[N:4][CH:5]=[CH:6][N:7]=1.[NH:23]1[CH2:28][CH2:27][CH:26]([C:29](=[O:31])[CH3:30])[CH2:25][CH2:24]1.C([O-])([O-])=O.[K+].[K+].CC(O)C. Given the product [N:14]1[C:15]2[C:20](=[CH:19][CH:18]=[CH:17][CH:16]=2)[CH:21]=[CH:22][C:13]=1[N:11]1[CH2:12][CH:9]([O:8][C:3]2[C:2]([N:23]3[CH2:28][CH2:27][CH:26]([C:29](=[O:31])[CH3:30])[CH2:25][CH2:24]3)=[N:7][CH:6]=[CH:5][N:4]=2)[CH2:10]1, predict the reactants needed to synthesize it. (2) Given the product [Cl:1][C:2]1[CH:11]=[CH:10][C:9]([CH2:12][NH:13][C:14](=[O:19])[C:15]([CH3:17])([CH3:16])[CH3:18])=[CH:8][C:3]=1[C:4]([OH:6])=[O:5], predict the reactants needed to synthesize it. The reactants are: [Cl:1][C:2]1[CH:11]=[CH:10][C:9]([CH2:12][NH:13][C:14](=[O:19])[C:15]([CH3:18])([CH3:17])[CH3:16])=[CH:8][C:3]=1[C:4]([O:6]C)=[O:5].O1CCOCC1.[OH-].[Li+].Cl. (3) The reactants are: [Cl:1][C:2]1[CH:23]=[C:22]([Cl:24])[CH:21]=[CH:20][C:3]=1[CH:4]([O:12][CH:13]1[CH2:16][N:15]([C:17](Cl)=[O:18])[CH2:14]1)[C:5]1[CH:10]=[CH:9][C:8]([Cl:11])=[CH:7][CH:6]=1.[CH3:25][NH:26][CH2:27][C:28]1[CH:33]=[CH:32][CH:31]=[CH:30][CH:29]=1. Given the product [Cl:1][C:2]1[CH:23]=[C:22]([Cl:24])[CH:21]=[CH:20][C:3]=1[CH:4]([O:12][CH:13]1[CH2:16][N:15]([C:17]([N:26]([CH3:25])[CH2:27][C:28]2[CH:33]=[CH:32][CH:31]=[CH:30][CH:29]=2)=[O:18])[CH2:14]1)[C:5]1[CH:10]=[CH:9][C:8]([Cl:11])=[CH:7][CH:6]=1, predict the reactants needed to synthesize it. (4) Given the product [NH2:1][C:4]1[CH:5]=[C:6]2[C:11](=[CH:12][CH:13]=1)[NH:10][C:9](=[O:14])[CH:8]=[CH:7]2, predict the reactants needed to synthesize it. The reactants are: [N+:1]([C:4]1[CH:5]=[C:6]2[C:11](=[CH:12][CH:13]=1)[N:10]=[C:9]([OH:14])[CH:8]=[CH:7]2)([O-])=O. (5) Given the product [C:1]([O:5][C:6]([N:8]1[CH2:12][CH2:11][CH2:10][C@H:9]1[C:13]1[O:24][C:17]([C:18]2[CH:19]=[CH:20][CH:21]=[CH:22][CH:23]=2)=[N:16][N:15]=1)=[O:7])([CH3:2])([CH3:3])[CH3:4], predict the reactants needed to synthesize it. The reactants are: [C:1]([O:5][C:6]([N:8]1[CH2:12][CH2:11][CH2:10][C@H:9]1[C:13]([NH:15][NH:16][C:17](=[O:24])[C:18]1[CH:23]=[CH:22][CH:21]=[CH:20][CH:19]=1)=O)=[O:7])([CH3:4])([CH3:3])[CH3:2].CC[N+](S(N=C(OC)[O-])(=O)=O)(CC)CC. (6) The reactants are: [Br:1][C:2]1[CH:10]=[CH:9][C:5]([CH:6]=[N:7][OH:8])=[CH:4][CH:3]=1.[Cl:11]N1C(=O)CCC1=O.O. Given the product [Br:1][C:2]1[CH:10]=[CH:9][C:5]([C:6]([Cl:11])=[N:7][OH:8])=[CH:4][CH:3]=1, predict the reactants needed to synthesize it. (7) Given the product [N:4]([C:5]1[CH:6]=[C:7]([C:14]([OH:16])=[O:15])[CH:8]=[C:9]([CH:13]=1)[C:10]([OH:12])=[O:11])=[C:1]=[S:3], predict the reactants needed to synthesize it. The reactants are: [C:1](=[S:3])=S.[NH2:4][C:5]1[CH:6]=[C:7]([C:14]([OH:16])=[O:15])[CH:8]=[C:9]([CH:13]=1)[C:10]([OH:12])=[O:11].C(N(CC)CC)C.II.Cl.S([O-])([O-])=O.[Na+].[Na+].